Dataset: Forward reaction prediction with 1.9M reactions from USPTO patents (1976-2016). Task: Predict the product of the given reaction. (1) The product is: [O:1]1[C:5]2[CH:6]=[CH:7][C:8]([NH:10][C:11]3[C:16]([NH:17][CH:19]([CH3:21])[CH3:18])=[CH:15][CH:14]=[CH:13][N:12]=3)=[CH:9][C:4]=2[O:3][CH2:2]1. Given the reactants [O:1]1[C:5]2[CH:6]=[CH:7][C:8]([NH:10][C:11]3[C:16]([NH2:17])=[CH:15][CH:14]=[CH:13][N:12]=3)=[CH:9][C:4]=2[O:3][CH2:2]1.[CH3:18][C:19]([CH3:21])=O.C(O[BH-](OC(=O)C)OC(=O)C)(=O)C.[Na+].C(O)(=O)C, predict the reaction product. (2) Given the reactants C(OC([NH:8][C:9]1[CH:10]=[C:11]([N:15]([CH2:18][C:19]2[C:28]3[C:23](=[CH:24][CH:25]=[CH:26][CH:27]=3)[CH:22]=[CH:21][CH:20]=2)[CH:16]=[O:17])[CH:12]=[CH:13][CH:14]=1)=O)(C)(C)C.Cl.NC1C=CC=CC=1.[Cl:37][C:38]1[CH:39]=[C:40]([CH:44]=[C:45]([Cl:47])[CH:46]=1)[C:41](Cl)=[O:42], predict the reaction product. The product is: [Cl:37][C:38]1[CH:39]=[C:40]([C:41]([NH:8][C:9]2[CH:10]=[C:11]([N:15]([CH2:18][C:19]3[C:28]4[C:23](=[CH:24][CH:25]=[CH:26][CH:27]=4)[CH:22]=[CH:21][CH:20]=3)[CH:16]=[O:17])[CH:12]=[CH:13][CH:14]=2)=[O:42])[CH:44]=[C:45]([Cl:47])[CH:46]=1.